The task is: Regression. Given a peptide amino acid sequence and an MHC pseudo amino acid sequence, predict their binding affinity value. This is MHC class I binding data.. This data is from Peptide-MHC class I binding affinity with 185,985 pairs from IEDB/IMGT. (1) The peptide sequence is FQVNRFTGY. The MHC is HLA-A69:01 with pseudo-sequence HLA-A69:01. The binding affinity (normalized) is 0.0847. (2) The peptide sequence is NDTSSTVLF. The MHC is HLA-B45:01 with pseudo-sequence HLA-B45:01. The binding affinity (normalized) is 0. (3) The MHC is HLA-B53:01 with pseudo-sequence HLA-B53:01. The binding affinity (normalized) is 0.706. The peptide sequence is IPIPSSWAI. (4) The peptide sequence is GLYSSTVPV. The MHC is Mamu-B08 with pseudo-sequence Mamu-B08. The binding affinity (normalized) is 0.